From a dataset of NCI-60 drug combinations with 297,098 pairs across 59 cell lines. Regression. Given two drug SMILES strings and cell line genomic features, predict the synergy score measuring deviation from expected non-interaction effect. (1) Drug 1: C1=NC2=C(N1)C(=S)N=C(N2)N. Drug 2: CC1=CC=C(C=C1)C2=CC(=NN2C3=CC=C(C=C3)S(=O)(=O)N)C(F)(F)F. Cell line: 786-0. Synergy scores: CSS=40.4, Synergy_ZIP=-6.94, Synergy_Bliss=-6.71, Synergy_Loewe=-7.18, Synergy_HSA=-3.88. (2) Synergy scores: CSS=31.2, Synergy_ZIP=-3.86, Synergy_Bliss=-8.51, Synergy_Loewe=-35.2, Synergy_HSA=-5.73. Drug 2: CC(C)NC(=O)C1=CC=C(C=C1)CNNC.Cl. Drug 1: CC(C1=C(C=CC(=C1Cl)F)Cl)OC2=C(N=CC(=C2)C3=CN(N=C3)C4CCNCC4)N. Cell line: KM12. (3) Drug 1: C1=CC(=CC=C1CCCC(=O)O)N(CCCl)CCCl. Drug 2: C1CN(P(=O)(OC1)NCCCl)CCCl. Cell line: NCI-H322M. Synergy scores: CSS=-1.08, Synergy_ZIP=1.46, Synergy_Bliss=-0.109, Synergy_Loewe=-2.17, Synergy_HSA=-2.73. (4) Drug 1: CC(CN1CC(=O)NC(=O)C1)N2CC(=O)NC(=O)C2. Drug 2: CCCCCOC(=O)NC1=NC(=O)N(C=C1F)C2C(C(C(O2)C)O)O. Cell line: UACC-257. Synergy scores: CSS=0.475, Synergy_ZIP=-1.32, Synergy_Bliss=-1.62, Synergy_Loewe=-4.73, Synergy_HSA=-2.73. (5) Drug 1: CN(CC1=CN=C2C(=N1)C(=NC(=N2)N)N)C3=CC=C(C=C3)C(=O)NC(CCC(=O)O)C(=O)O. Drug 2: CC1CCC2CC(C(=CC=CC=CC(CC(C(=O)C(C(C(=CC(C(=O)CC(OC(=O)C3CCCCN3C(=O)C(=O)C1(O2)O)C(C)CC4CCC(C(C4)OC)O)C)C)O)OC)C)C)C)OC. Cell line: HL-60(TB). Synergy scores: CSS=51.4, Synergy_ZIP=1.86, Synergy_Bliss=1.64, Synergy_Loewe=-17.1, Synergy_HSA=3.45. (6) Drug 1: COC1=NC(=NC2=C1N=CN2C3C(C(C(O3)CO)O)O)N. Drug 2: CS(=O)(=O)OCCCCOS(=O)(=O)C. Cell line: BT-549. Synergy scores: CSS=5.19, Synergy_ZIP=-1.84, Synergy_Bliss=2.65, Synergy_Loewe=0.0315, Synergy_HSA=2.17.